Dataset: Reaction yield outcomes from USPTO patents with 853,638 reactions. Task: Predict the reaction yield, written as a fraction of the theoretical maximum amount of product (1.0 means a 100% yield; for example, 0.34 means a 34% yield). (1) The reactants are [Cl:1][C:2]1[CH:7]=[CH:6][C:5]([C:8](=[O:17])[CH2:9][S:10][CH2:11][C:12]([O:14][CH2:15][CH3:16])=[O:13])=[CH:4][CH:3]=1.[CH3:18][C:19]([CH3:24])([CH2:22]O)[CH2:20][OH:21].C1(C)C=CC(S(O)(=O)=O)=CC=1. The catalyst is C1(C)C=CC=CC=1. The product is [Cl:1][C:2]1[CH:7]=[CH:6][C:5]([C:8]2([CH2:9][S:10][CH2:11][C:12]([O:14][CH2:15][CH3:16])=[O:13])[O:21][CH2:20][C:19]([CH3:24])([CH3:22])[CH2:18][O:17]2)=[CH:4][CH:3]=1. The yield is 0.310. (2) The catalyst is CN(C1C=CN=CC=1)C.C1(C)C=CC=CC=1. The reactants are [C:1]1([CH3:13])[CH:6]=[C:5]([CH3:7])[CH:4]=[C:3]([CH3:8])[C:2]=1S(Cl)(=O)=O.CCN(CC)CC.[N:21]1[CH:26]=[CH:25][CH:24]=[CH:23][C:22]=1[O:27][CH2:28][CH:29]([OH:32])[CH2:30][OH:31].O. The yield is 0.710. The product is [C:1]1([CH3:13])[CH:6]=[C:5]([CH3:7])[CH:4]=[C:3]([CH3:8])[C:2]=1[O:31][CH2:30][CH:29]([OH:32])[CH2:28][O:27][C:22]1[CH:23]=[CH:24][CH:25]=[CH:26][N:21]=1. (3) The reactants are [Cl:1][C:2]1[CH:3]=[C:4]2[C:8](=[CH:9][CH:10]=1)[N:7]([CH2:11][C:12]([O:14][CH2:15][CH3:16])=[O:13])[C:6](=[O:17])[C:5]2([C:20]1[C:21]([OH:29])=[CH:22][C:23]2[O:27][CH2:26][CH2:25][C:24]=2[CH:28]=1)[CH2:18]O.ClC1C=CC(Cl)=C2C=1C(C1C(O)=CC3OCOC=3C=1)(CO)C(=O)N2CCCCC. No catalyst specified. The product is [Cl:1][C:2]1[CH:3]=[C:4]2[C:8](=[CH:9][CH:10]=1)[N:7]([CH2:11][C:12]([O:14][CH2:15][CH3:16])=[O:13])[C:6](=[O:17])[C:5]12[CH2:18][O:29][C:21]2[CH:22]=[C:23]3[C:24](=[CH:28][C:20]1=2)[CH2:25][CH2:26][O:27]3. The yield is 0.900. (4) The reactants are Cl[C:2]1[N:10]=[C:9]2[C:5]([N:6]=[C:7]([CH2:13][N:14]3[CH2:19][CH2:18][CH:17]([N:20]([CH3:22])[CH3:21])[CH2:16][CH2:15]3)[N:8]2[CH2:11][CH3:12])=[C:4]([N:23]2[CH2:28][CH2:27][O:26][CH2:25][CH2:24]2)[N:3]=1.[NH:29]1[C:37]2[CH:36]=[CH:35][CH:34]=[C:33](B(O)O)[C:32]=2[CH:31]=[CH:30]1.[O-]P([O-])([O-])=O.[K+].[K+].[K+]. The catalyst is O1CCOCC1. The product is [CH2:11]([N:8]1[C:7]([CH2:13][N:14]2[CH2:15][CH2:16][CH:17]([N:20]([CH3:21])[CH3:22])[CH2:18][CH2:19]2)=[N:6][C:5]2[C:9]1=[N:10][C:2]([C:33]1[CH:34]=[CH:35][CH:36]=[C:37]3[C:32]=1[CH:31]=[CH:30][NH:29]3)=[N:3][C:4]=2[N:23]1[CH2:28][CH2:27][O:26][CH2:25][CH2:24]1)[CH3:12]. The yield is 0.920. (5) The reactants are [CH3:1][C:2]1[NH:3][C:4]2[N:5]([N:14]=[C:15]([C:17]3[CH:22]=[CH:21][CH:20]=[CH:19][CH:18]=3)[CH:16]=2)[C:6](=O)[C:7]=1[CH2:8][C:9]([O:11][CH3:12])=[O:10].O=P(Cl)(Cl)[Cl:25]. No catalyst specified. The product is [Cl:25][C:6]1[N:5]2[N:14]=[C:15]([C:17]3[CH:22]=[CH:21][CH:20]=[CH:19][CH:18]=3)[CH:16]=[C:4]2[N:3]=[C:2]([CH3:1])[C:7]=1[CH2:8][C:9]([O:11][CH3:12])=[O:10]. The yield is 0.840. (6) The reactants are Br[CH2:2][CH2:3][C@H:4]([NH:21][C:22](=[O:28])[O:23][C:24]([CH3:27])([CH3:26])[CH3:25])[C:5]1[N:10]([C:11]2[CH:16]=[CH:15][CH:14]=[CH:13][CH:12]=2)[C:9](=[O:17])[C:8]2=[CH:18][CH:19]=[CH:20][N:7]2[N:6]=1.[CH2:29]([SH:36])[C:30]1[CH:35]=[CH:34][CH:33]=[CH:32][CH:31]=1.C(=O)([O-])[O-].[K+].[K+]. No catalyst specified. The product is [CH2:29]([S:36][CH2:2][CH2:3][C@H:4]([NH:21][C:22](=[O:28])[O:23][C:24]([CH3:27])([CH3:26])[CH3:25])[C:5]1[N:10]([C:11]2[CH:16]=[CH:15][CH:14]=[CH:13][CH:12]=2)[C:9](=[O:17])[C:8]2=[CH:18][CH:19]=[CH:20][N:7]2[N:6]=1)[C:30]1[CH:35]=[CH:34][CH:33]=[CH:32][CH:31]=1. The yield is 0.810. (7) The yield is 0.911. The reactants are [C:1]([C:5]1[CH:6]=[CH:7][CH:8]=[C:9]2[C:14]=1[N:13]=[C:12](/[CH:15]=[N:16]/[NH:17][C:18]1[CH:27]=[CH:26][C:21]([C:22]([O:24]C)=[O:23])=[CH:20][N:19]=1)[CH:11]=[CH:10]2)([CH3:4])([CH3:3])[CH3:2].C(O)(=O)C.C(O)(=O)C.IC1C=CC=CC=1.C1COCC1.O.O[Li].O. The product is [C:1]([C:5]1[CH:6]=[CH:7][CH:8]=[C:9]2[C:14]=1[N:13]=[C:12]([C:15]1[N:19]3[CH:20]=[C:21]([C:22]([OH:24])=[O:23])[CH:26]=[CH:27][C:18]3=[N:17][N:16]=1)[CH:11]=[CH:10]2)([CH3:4])([CH3:3])[CH3:2]. The catalyst is C(Cl)Cl. (8) The reactants are C(OC(=O)[NH:7][C@H:8]1[CH2:13][CH2:12][C@@H:11]([CH2:14][NH:15][C:16]([O:18][CH2:19][C:20]2[CH:25]=[CH:24][CH:23]=[CH:22][CH:21]=2)=[O:17])[CH2:10][CH2:9]1)(C)(C)C.Cl. The catalyst is CCOC(C)=O. The product is [CH2:19]([O:18][C:16](=[O:17])[NH:15][CH2:14][C@H:11]1[CH2:12][CH2:13][C@@H:8]([NH2:7])[CH2:9][CH2:10]1)[C:20]1[CH:21]=[CH:22][CH:23]=[CH:24][CH:25]=1. The yield is 0.950. (9) The reactants are Cl.[NH2:2][OH:3].C(N(CC)CC)C.[F:11][C:12]1[CH:17]=[CH:16][CH:15]=[C:14]([F:18])[C:13]=1[N:19]1[C:24]2[N:25]=[C:26]([NH:37][CH2:38][CH2:39][C:40]#[N:41])[N:27]=[C:28]([C:29]3[CH:34]=[CH:33][C:32]([F:35])=[CH:31][C:30]=3[CH3:36])[C:23]=2[CH:22]=[CH:21][C:20]1=[O:42]. The catalyst is CS(C)=O. The product is [F:11][C:12]1[CH:17]=[CH:16][CH:15]=[C:14]([F:18])[C:13]=1[N:19]1[C:24]2[N:25]=[C:26]([NH:37][CH2:38][CH2:39][C:40]([NH:2][OH:3])=[NH:41])[N:27]=[C:28]([C:29]3[CH:34]=[CH:33][C:32]([F:35])=[CH:31][C:30]=3[CH3:36])[C:23]=2[CH:22]=[CH:21][C:20]1=[O:42]. The yield is 0.450.